Dataset: Forward reaction prediction with 1.9M reactions from USPTO patents (1976-2016). Task: Predict the product of the given reaction. (1) Given the reactants [I:1][C:2]1[N:3]=[C:4]([C:8]([NH:10][C@H:11]2[CH2:16][CH2:15][N:14]([C:17]3[S:18][C:19]([C:23]([O:25]CC)=[O:24])=[C:20]([CH3:22])[N:21]=3)[CH2:13][C@H:12]2[O:28][CH3:29])=[O:9])[NH:5][C:6]=1[I:7].[OH-].[Li+], predict the reaction product. The product is: [I:1][C:2]1[N:3]=[C:4]([C:8]([NH:10][C@H:11]2[CH2:16][CH2:15][N:14]([C:17]3[S:18][C:19]([C:23]([OH:25])=[O:24])=[C:20]([CH3:22])[N:21]=3)[CH2:13][C@H:12]2[O:28][CH3:29])=[O:9])[NH:5][C:6]=1[I:7]. (2) Given the reactants [OH:1][CH2:2][CH:3]1[S:8][CH2:7][CH2:6][CH2:5][S:4]1.C(C1SCCCS1)(OCC)=O.C(N(CC)CC)C.[C:27](Cl)(=[O:31])[C:28]([CH3:30])=[CH2:29], predict the reaction product. The product is: [C:27]([O:1][CH2:2][CH:3]1[S:8][CH2:7][CH2:6][CH2:5][S:4]1)(=[O:31])[C:28]([CH3:30])=[CH2:29]. (3) Given the reactants Br[C:2]1[CH:7]=[C:6]([F:8])[C:5]([C:9]([N:11]2[CH2:15][CH2:14][CH2:13][C@H:12]2[CH2:16][N:17]2[CH2:21][CH2:20][CH2:19][CH2:18]2)=[O:10])=[C:4]([F:22])[CH:3]=1.[CH3:23][S:24]([C:27]1[CH:32]=[CH:31][C:30](B(O)O)=[CH:29][CH:28]=1)(=[O:26])=[O:25], predict the reaction product. The product is: [F:22][C:4]1[CH:3]=[C:2]([C:30]2[CH:31]=[CH:32][C:27]([S:24]([CH3:23])(=[O:26])=[O:25])=[CH:28][CH:29]=2)[CH:7]=[C:6]([F:8])[C:5]=1[C:9]([N:11]1[CH2:15][CH2:14][CH2:13][C@H:12]1[CH2:16][N:17]1[CH2:21][CH2:20][CH2:19][CH2:18]1)=[O:10]. (4) Given the reactants [CH3:1][N:2]([CH3:32])[C:3]1[N:12]=[C:11]([NH:13][CH2:14][C:15]2[CH:20]=[CH:19][C:18]([NH:21][C:22](=[O:30])[C:23]3[CH:28]=[CH:27][C:26]([F:29])=[CH:25][CH:24]=3)=[CH:17][CH:16]=2)[C:10]2[C:5](=[CH:6][C:7](I)=[CH:8][CH:9]=2)[N:4]=1.[CH:33](/B(O)O)=[CH:34]\[CH2:35][CH2:36][CH2:37][CH3:38].Cl, predict the reaction product. The product is: [CH3:1][N:2]([CH3:32])[C:3]1[N:12]=[C:11]([NH:13][CH2:14][C:15]2[CH:20]=[CH:19][C:18]([NH:21][C:22](=[O:30])[C:23]3[CH:28]=[CH:27][C:26]([F:29])=[CH:25][CH:24]=3)=[CH:17][CH:16]=2)[C:10]2[C:5](=[CH:6][C:7](/[CH:33]=[CH:34]/[CH2:35][CH2:36][CH2:37][CH3:38])=[CH:8][CH:9]=2)[N:4]=1. (5) Given the reactants C([Li])CCC.CCCCCC.[Cl:12][C:13]1[CH:14]=[C:15]2[C:19](=[CH:20][C:21]=1[F:22])[NH:18][CH:17]=[CH:16]2.CC([O-])(C)C.[K+].[C:29](=[O:31])=[O:30], predict the reaction product. The product is: [Cl:12][C:13]1[CH:14]=[C:15]2[C:19](=[C:20]([C:29]([OH:31])=[O:30])[C:21]=1[F:22])[NH:18][CH:17]=[CH:16]2. (6) Given the reactants CC1C=CC(S([C:11]2[N:15]3[CH:16]=[C:17]([C:19]([O:21][CH3:22])=[O:20])[N:18]=[C:14]3[S:13][N:12]=2)(=O)=O)=CC=1.[NH2:23][CH2:24][CH2:25][CH2:26][CH2:27][CH2:28][CH2:29][NH:30][S:31]([C:34]1[CH:39]=[CH:38][CH:37]=[CH:36][C:35]=1[N+:40]([O-:42])=[O:41])(=[O:33])=[O:32].C(N(CC)CC)C, predict the reaction product. The product is: [N+:40]([C:35]1[CH:36]=[CH:37][CH:38]=[CH:39][C:34]=1[S:31]([NH:30][CH2:29][CH2:28][CH2:27][CH2:26][CH2:25][CH2:24][NH:23][C:11]1[N:15]2[CH:16]=[C:17]([C:19]([O:21][CH3:22])=[O:20])[N:18]=[C:14]2[S:13][N:12]=1)(=[O:33])=[O:32])([O-:42])=[O:41]. (7) The product is: [CH3:13][C:10]1[N:9]=[C:8]([C:5]2[N:4]=[N:3][C:2]([N:28]3[CH2:27][CH2:26][C:24]4([O:23][N:22]=[C:21]([C:15]5[CH:16]=[CH:17][CH:18]=[CH:19][CH:20]=5)[CH2:25]4)[CH2:30][CH2:29]3)=[CH:7][CH:6]=2)[S:12][N:11]=1. Given the reactants Cl[C:2]1[N:3]=[N:4][C:5]([C:8]2[S:12][N:11]=[C:10]([CH3:13])[N:9]=2)=[CH:6][CH:7]=1.Cl.[C:15]1([C:21]2[CH2:25][C:24]3([CH2:30][CH2:29][NH:28][CH2:27][CH2:26]3)[O:23][N:22]=2)[CH:20]=[CH:19][CH:18]=[CH:17][CH:16]=1.C(=O)([O-])[O-].[K+].[K+], predict the reaction product.